From a dataset of Forward reaction prediction with 1.9M reactions from USPTO patents (1976-2016). Predict the product of the given reaction. (1) Given the reactants [CH:1]([N-:3][CH:4]=[O:5])=[O:2].[Na+].[Na+].[I-].Br[CH2:10]/[CH:11]=[CH:12]/[C:13]([O:15][CH2:16][CH3:17])=[O:14], predict the reaction product. The product is: [CH:1]([N:3]([CH2:10]/[CH:11]=[CH:12]/[C:13]([O:15][CH2:16][CH3:17])=[O:14])[CH:4]=[O:5])=[O:2]. (2) Given the reactants [Cl:1][C:2]1[CH:7]=[CH:6][C:5]([CH:8]([C:19]2[C:27]3[C:22](=[C:23]([CH2:28][S:29][CH3:30])[CH:24]=[CH:25][CH:26]=3)[NH:21][CH:20]=2)[CH:9]2C(=O)O[C:12](C)([CH3:16])[O:11][C:10]2=[O:18])=[CH:4][C:3]=1[F:31], predict the reaction product. The product is: [Cl:1][C:2]1[CH:7]=[CH:6][C:5]([CH:8]([C:19]2[C:27]3[C:22](=[C:23]([CH2:28][S:29][CH3:30])[CH:24]=[CH:25][CH:26]=3)[NH:21][CH:20]=2)[CH2:9][C:10]([O:11][CH2:12][CH3:16])=[O:18])=[CH:4][C:3]=1[F:31]. (3) Given the reactants [F:1][C:2]1[CH:3]=[C:4]([CH:15]=[CH:16][C:17]=1[F:18])[O:5][C:6]1[CH:11]=[CH:10][C:9]([CH2:12][OH:13])=[CH:8][C:7]=1[F:14].Cl[C:20]1[CH:36]=[C:24]2[N:25](C(OC(C)(C)C)=O)[CH2:26][CH2:27][CH2:28][N:23]2[C:22](=[O:37])[N:21]=1, predict the reaction product. The product is: [F:1][C:2]1[CH:3]=[C:4]([CH:15]=[CH:16][C:17]=1[F:18])[O:5][C:6]1[CH:11]=[CH:10][C:9]([CH2:12][O:13][C:20]2[CH:36]=[C:24]3[NH:25][CH2:26][CH2:27][CH2:28][N:23]3[C:22](=[O:37])[N:21]=2)=[CH:8][C:7]=1[F:14]. (4) Given the reactants [CH2:1]([O:3][C@H:4]([CH3:50])[CH2:5][O:6][CH2:7][C:8]1[CH:13]=[CH:12][C:11]([C@@H:14]2[C@@H:19]([O:20][CH2:21][C:22]3[CH:23]=[CH:24][C:25]4[O:30][CH2:29][CH2:28][N:27]([CH2:31][CH2:32][CH2:33][O:34][CH3:35])[C:26]=4[CH:36]=3)[CH2:18][N:17]([S:37]([C:40]3[CH:45]=[CH:44][C:43]([CH3:46])=[CH:42][CH:41]=3)(=[O:39])=[O:38])[C@H:16](CC=O)[CH2:15]2)=[CH:10][CH:9]=1)[CH3:2].C[Mg]Br.[CH2:54]1[CH2:58][O:57]CC1, predict the reaction product. The product is: [CH2:1]([O:3][C@H:4]([CH3:50])[CH2:5][O:6][CH2:7][C:8]1[CH:13]=[CH:12][C:11]([C@@H:14]2[C@@H:19]([O:20][CH2:21][C:22]3[CH:23]=[CH:24][C:25]4[O:30][CH2:29][CH2:28][N:27]([CH2:31][CH2:32][CH2:33][O:34][CH3:35])[C:26]=4[CH:36]=3)[CH2:18][N:17]([S:37]([C:40]3[CH:45]=[CH:44][C:43]([CH3:46])=[CH:42][CH:41]=3)(=[O:38])=[O:39])[C@H:16]([CH2:25][C@H:26]([NH:27][C:58](=[O:57])[CH3:54])[CH3:36])[CH2:15]2)=[CH:10][CH:9]=1)[CH3:2]. (5) Given the reactants [CH3:1][N:2]([CH2:4][CH2:5][CH2:6][CH2:7][CH2:8][CH2:9][CH2:10][CH2:11][CH2:12][CH3:13])[CH3:3].[CH3:14][O:15][CH2:16][CH2:17][Br:18], predict the reaction product. The product is: [Br-:18].[CH3:14][O:15][CH2:16][CH2:17][N+:2]([CH3:1])([CH3:3])[CH2:4][CH2:5][CH2:6][CH2:7][CH2:8][CH2:9][CH2:10][CH2:11][CH2:12][CH3:13]. (6) Given the reactants Br[C:2]1[C:3]2[N:4]([C:9]([C:19]3[CH:24]=[CH:23][N:22]=[C:21]([NH2:25])[N:20]=3)=[C:10]([C:12]3[CH:17]=[CH:16][CH:15]=[C:14]([CH3:18])[N:13]=3)[N:11]=2)[CH:5]=[C:6]([CH3:8])[CH:7]=1.[N:26]1([CH2:32][CH2:33][CH2:34][NH2:35])[CH2:31][CH2:30][O:29][CH2:28][CH2:27]1.CC([O-])(C)C.[Na+].C1(P(C2CCCCC2)C2C=CC=CC=2C2C=CC=CC=2N(C)C)CCCCC1, predict the reaction product. The product is: [NH2:25][C:21]1[N:20]=[C:19]([C:9]2[N:4]3[CH:5]=[C:6]([CH3:8])[CH:7]=[C:2]([NH:35][CH2:34][CH2:33][CH2:32][N:26]4[CH2:31][CH2:30][O:29][CH2:28][CH2:27]4)[C:3]3=[N:11][C:10]=2[C:12]2[CH:17]=[CH:16][CH:15]=[C:14]([CH3:18])[N:13]=2)[CH:24]=[CH:23][N:22]=1. (7) Given the reactants [F:1][C:2]1[CH:3]=[C:4]([O:9][CH2:10][CH2:11][O:12][CH3:13])[CH:5]=[CH:6][C:7]=1[F:8].C([Li])CCC.[C:19](=[O:21])=[O:20].Cl, predict the reaction product. The product is: [F:1][C:2]1[C:7]([F:8])=[CH:6][CH:5]=[C:4]([O:9][CH2:10][CH2:11][O:12][CH3:13])[C:3]=1[C:19]([OH:21])=[O:20]. (8) Given the reactants [Cl:1][C:2]1[CH:3]=[C:4]([CH:7]=[CH:8][CH:9]=1)[C:5]#[N:6].OS(O)(=O)=O.[CH2:15]([OH:17])[CH3:16], predict the reaction product. The product is: [ClH:1].[CH2:15]([O:17][C:5](=[NH:6])[C:4]1[CH:7]=[CH:8][CH:9]=[C:2]([Cl:1])[CH:3]=1)[CH3:16]. (9) Given the reactants [C:1]([NH:4][C:5]1[S:20][C:8]2[CH2:9][N:10](C(OC(C)(C)C)=O)[CH2:11][CH2:12][C:7]=2[C:6]=1[C:21](=[O:29])[NH:22][C:23]1[CH:28]=[CH:27][CH:26]=[CH:25][CH:24]=1)(=[O:3])[CH3:2].[F:30][C:31]([F:36])([F:35])[C:32]([OH:34])=[O:33], predict the reaction product. The product is: [F:30][C:31]([F:36])([F:35])[C:32]([O-:34])=[O:33].[C:1]([NH:4][C:5]1[S:20][C:8]2[CH2:9][NH2+:10][CH2:11][CH2:12][C:7]=2[C:6]=1[C:21](=[O:29])[NH:22][C:23]1[CH:24]=[CH:25][CH:26]=[CH:27][CH:28]=1)(=[O:3])[CH3:2].